This data is from Full USPTO retrosynthesis dataset with 1.9M reactions from patents (1976-2016). The task is: Predict the reactants needed to synthesize the given product. (1) Given the product [Cl:1][C:2]1[CH:9]=[CH:8][C:5](/[CH:6]=[CH:19]/[N+:16]([O-:18])=[O:17])=[CH:4][C:3]=1[F:10], predict the reactants needed to synthesize it. The reactants are: [Cl:1][C:2]1[CH:9]=[CH:8][C:5]([CH:6]=O)=[CH:4][C:3]=1[F:10].C([O-])(=O)C.[NH4+].[N+:16]([CH3:19])([O-:18])=[O:17]. (2) Given the product [F:1][C:2]1[CH:7]=[CH:6][C:5]([CH2:8][C:9]2[CH:18]=[C:17]3[C:12]([C:13]([OH:26])=[C:14]([C:21]([NH:33][CH2:34][CH2:35][CH2:36][P:37](=[O:44])([O:38][CH2:39][CH3:40])[O:41][CH2:42][CH3:43])=[O:22])[C:15](=[O:20])[N:16]3[CH3:19])=[N:11][CH:10]=2)=[CH:4][CH:3]=1, predict the reactants needed to synthesize it. The reactants are: [F:1][C:2]1[CH:7]=[CH:6][C:5]([CH2:8][C:9]2[CH:18]=[C:17]3[C:12]([C:13]([OH:26])=[C:14]([C:21](OCC)=[O:22])[C:15](=[O:20])[N:16]3[CH3:19])=[N:11][CH:10]=2)=[CH:4][CH:3]=1.C(O)(=O)C(O)=O.[NH2:33][CH2:34][CH2:35][CH2:36][P:37](=[O:44])([O:41][CH2:42][CH3:43])[O:38][CH2:39][CH3:40]. (3) Given the product [C:15]1([N:21]([C:25]2[CH:30]=[CH:29][CH:28]=[CH:27][CH:26]=2)[C:22]([NH:6][C:5]2[CH:7]=[CH:8][C:2]([F:1])=[CH:3][CH:4]=2)=[O:23])[CH:16]=[CH:17][CH:18]=[CH:19][CH:20]=1, predict the reactants needed to synthesize it. The reactants are: [F:1][C:2]1[CH:8]=[CH:7][C:5]([NH2:6])=[CH:4][CH:3]=1.N1C=CC=CC=1.[C:15]1([N:21]([C:25]2[CH:30]=[CH:29][CH:28]=[CH:27][CH:26]=2)[C:22](Cl)=[O:23])[CH:20]=[CH:19][CH:18]=[CH:17][CH:16]=1.O. (4) Given the product [F:13][CH2:14][C:15]([OH:53])([CH3:52])[CH2:16][O:17][C@H:18]1[CH2:23][CH2:22][C@H:21]([N:24]2[C:29](=[O:30])[C:28]([CH2:31][C:32]3[CH:37]=[CH:36][C:35]([C:38]4[CH:43]=[CH:42][CH:41]=[CH:40][C:39]=4[C:44]4[NH:3][C:4](=[O:7])[O:5][N:45]=4)=[CH:34][CH:33]=3)=[C:27]([CH2:46][CH2:47][CH3:48])[N:26]3[N:49]=[CH:50][N:51]=[C:25]23)[CH2:20][CH2:19]1, predict the reactants needed to synthesize it. The reactants are: [Cl-].O[NH3+:3].[C:4](=[O:7])([O-])[OH:5].[Na+].CS(C)=O.[F:13][CH2:14][C:15]([OH:53])([CH3:52])[CH2:16][O:17][C@H:18]1[CH2:23][CH2:22][C@H:21]([N:24]2[C:29](=[O:30])[C:28]([CH2:31][C:32]3[CH:37]=[CH:36][C:35]([C:38]4[C:39]([C:44]#[N:45])=[CH:40][CH:41]=[CH:42][CH:43]=4)=[CH:34][CH:33]=3)=[C:27]([CH2:46][CH2:47][CH3:48])[N:26]3[N:49]=[CH:50][N:51]=[C:25]23)[CH2:20][CH2:19]1. (5) Given the product [NH2:13][CH2:3][O:4][C:5]1[CH:10]=[CH:9][CH:8]=[CH:7][C:6]=1[O:11][CH3:12], predict the reactants needed to synthesize it. The reactants are: C([CH2:3][O:4][C:5]1[CH:10]=[CH:9][CH:8]=[CH:7][C:6]=1[O:11][CH3:12])#N.[NH3:13].